From a dataset of Peptide-MHC class II binding affinity with 134,281 pairs from IEDB. Regression. Given a peptide amino acid sequence and an MHC pseudo amino acid sequence, predict their binding affinity value. This is MHC class II binding data. (1) The peptide sequence is EKKYFAATQFEPLAA. The MHC is HLA-DQA10501-DQB10201 with pseudo-sequence HLA-DQA10501-DQB10201. The binding affinity (normalized) is 0.468. (2) The peptide sequence is APQLPDDLMIRVIAQ. The MHC is HLA-DPA10103-DPB10301 with pseudo-sequence HLA-DPA10103-DPB10301. The binding affinity (normalized) is 0.0365. (3) The peptide sequence is KLNHYSFGDVKGELIDQLGV. The MHC is HLA-DQA10301-DQB10302 with pseudo-sequence HLA-DQA10301-DQB10302. The binding affinity (normalized) is 0.253. (4) The peptide sequence is AEEVKVIPAGELQVI. The MHC is DRB1_0701 with pseudo-sequence DRB1_0701. The binding affinity (normalized) is 0.536. (5) The peptide sequence is RPGPSRGVQGFIFFF. The MHC is DRB3_0101 with pseudo-sequence DRB3_0101. The binding affinity (normalized) is 0.